The task is: Predict which catalyst facilitates the given reaction.. This data is from Catalyst prediction with 721,799 reactions and 888 catalyst types from USPTO. (1) Reactant: [N:1]1([C:5]2[CH:10]=[CH:9][C:8]([C:11]3[NH:16][C:15](=[O:17])[C:14]([C:18]([O:20]C)=[O:19])=[C:13]([OH:22])[C:12]=3[CH2:23][CH3:24])=[CH:7][CH:6]=2)[CH2:4][CH2:3][CH2:2]1.[Si](O[K])(C)(C)C. Product: [N:1]1([C:5]2[CH:6]=[CH:7][C:8]([C:11]3[NH:16][C:15](=[O:17])[C:14]([C:18]([OH:20])=[O:19])=[C:13]([OH:22])[C:12]=3[CH2:23][CH3:24])=[CH:9][CH:10]=2)[CH2:4][CH2:3][CH2:2]1. The catalyst class is: 158. (2) Reactant: [CH3:1][C:2]1[CH:7]=[C:6]([O:8][C:9]2[N:14]=[CH:13][CH:12]=[CH:11][N:10]=2)[CH:5]=[C:4]([CH3:15])[C:3]=1[C:16]1[N:17]=[C:18]([NH2:21])[S:19][CH:20]=1.C(N(CC)CC)C.Cl.[C:30](Cl)(=[O:37])[C:31]1[CH:36]=[CH:35][N:34]=[CH:33][CH:32]=1. Product: [CH3:15][C:4]1[CH:5]=[C:6]([O:8][C:9]2[N:10]=[CH:11][CH:12]=[CH:13][N:14]=2)[CH:7]=[C:2]([CH3:1])[C:3]=1[C:16]1[N:17]=[C:18]([NH:21][C:30](=[O:37])[C:31]2[CH:36]=[CH:35][N:34]=[CH:33][CH:32]=2)[S:19][CH:20]=1. The catalyst class is: 1.